Predict the reactants needed to synthesize the given product. From a dataset of Full USPTO retrosynthesis dataset with 1.9M reactions from patents (1976-2016). Given the product [CH3:1][O:2][C:3]1[CH:8]=[CH:7][CH:6]=[CH:5][C:4]=1[NH:9][NH:10][C:11](=[O:13])[CH3:12], predict the reactants needed to synthesize it. The reactants are: [CH3:1][O:2][C:3]1[CH:8]=[CH:7][CH:6]=[CH:5][C:4]=1[NH:9][NH2:10].[C:11](OC(=O)C)(=[O:13])[CH3:12].